From a dataset of Forward reaction prediction with 1.9M reactions from USPTO patents (1976-2016). Predict the product of the given reaction. (1) Given the reactants Cl[C:2]1[C:7]([C:8]([O:10][CH2:11][CH3:12])=[O:9])=[CH:6][N:5]=[C:4]([S:13][CH3:14])[N:3]=1.CCN(C(C)C)C(C)C.[CH3:24][N:25]1[CH:29]=[CH:28][C:27]([NH2:30])=[N:26]1, predict the reaction product. The product is: [CH3:24][N:25]1[CH:29]=[CH:28][C:27]([NH:30][C:2]2[C:7]([C:8]([O:10][CH2:11][CH3:12])=[O:9])=[CH:6][N:5]=[C:4]([S:13][CH3:14])[N:3]=2)=[N:26]1. (2) Given the reactants [NH:1]1[CH2:4][CH2:3][C:2]1=[O:5].C([O-])([O-])=O.[K+].[K+].[C@@H]1(N)CCCC[C@H]1N.Br[C:21]1[CH:26]=[CH:25][C:24]([O:27][CH3:28])=[CH:23][CH:22]=1, predict the reaction product. The product is: [CH3:28][O:27][C:24]1[CH:25]=[CH:26][C:21]([N:1]2[CH2:4][CH2:3][C:2]2=[O:5])=[CH:22][CH:23]=1.